This data is from Experimentally validated miRNA-target interactions with 360,000+ pairs, plus equal number of negative samples. The task is: Binary Classification. Given a miRNA mature sequence and a target amino acid sequence, predict their likelihood of interaction. (1) The miRNA is hsa-miR-124-3p with sequence UAAGGCACGCGGUGAAUGCCAA. The protein sequence of the target gene is MAVRSRRPWMSVALGLVLGFTAASWLIAPRVAELSERKRRGSSLCSYYGRSAAGPRAGAQQPLPQPQSRPRQEQSPPPARQDLQGPPLPEAAPGITSFRSSPWQQPPPLQQRRRGREPEGATGLPGAPAAEGEPEEEDGGAAGQRRDGRPGSSHNGSGDGGAAAPSARPRDFLYVGVMTAQKYLGSRALAAQRTWARFIPGRVEFFSSQQPPNAGQPPPPLPVIALPGVDDSYPPQKKSFMMIKYMHDHYLDKYEWFMRADDDVYIKGDKLEEFLRSLNSSKPLYLGQTGLGNIEELGKL.... Result: 1 (interaction). (2) The miRNA is hsa-miR-147a with sequence GUGUGUGGAAAUGCUUCUGC. The protein sequence of the target gene is MPKGRQKVPHLDAPLGLPTCLWLELAGLFLLVPWVMGLAGTGGPDGQGTGGPSWAVHLESLEGDGEEETLEQQADALAQAAGLVNAGRIGELQGHYLFVQPAGHRPALEVEAIRQQVEAVLAGHEAVRWHSEQRLLRRAKRSVHFNDPKYPQQWHLNNRRSPGRDINVTGVWERNVTGRGVTVVVVDDGVEHTIQDIAPNYSPEGSYDLNSNDPDPMPHPDVENGNHHGTRCAGEIAAVPNNSFCAVGVAYGSRIAGIRVLDGPLTDSMEAVAFNKHYQINDIYSCSWGPDDDGKTVDGP.... Result: 0 (no interaction).